From a dataset of NCI-60 drug combinations with 297,098 pairs across 59 cell lines. Regression. Given two drug SMILES strings and cell line genomic features, predict the synergy score measuring deviation from expected non-interaction effect. (1) Drug 1: CC1=C2C(C(=O)C3(C(CC4C(C3C(C(C2(C)C)(CC1OC(=O)C(C(C5=CC=CC=C5)NC(=O)OC(C)(C)C)O)O)OC(=O)C6=CC=CC=C6)(CO4)OC(=O)C)O)C)O. Drug 2: B(C(CC(C)C)NC(=O)C(CC1=CC=CC=C1)NC(=O)C2=NC=CN=C2)(O)O. Cell line: OVCAR-4. Synergy scores: CSS=26.1, Synergy_ZIP=-3.55, Synergy_Bliss=-2.71, Synergy_Loewe=-3.98, Synergy_HSA=-3.88. (2) Drug 1: C1=CC(=CC=C1C#N)C(C2=CC=C(C=C2)C#N)N3C=NC=N3. Drug 2: C1=CN(C(=O)N=C1N)C2C(C(C(O2)CO)O)O.Cl. Cell line: A549. Synergy scores: CSS=59.0, Synergy_ZIP=-0.259, Synergy_Bliss=-1.95, Synergy_Loewe=-12.4, Synergy_HSA=-0.200. (3) Drug 1: C1=CN(C(=O)N=C1N)C2C(C(C(O2)CO)O)O.Cl. Drug 2: CC1C(C(CC(O1)OC2CC(CC3=C2C(=C4C(=C3O)C(=O)C5=C(C4=O)C(=CC=C5)OC)O)(C(=O)CO)O)N)O.Cl. Cell line: NCI-H460. Synergy scores: CSS=63.5, Synergy_ZIP=-4.91, Synergy_Bliss=-7.33, Synergy_Loewe=-8.05, Synergy_HSA=-2.20. (4) Drug 1: CC1OCC2C(O1)C(C(C(O2)OC3C4COC(=O)C4C(C5=CC6=C(C=C35)OCO6)C7=CC(=C(C(=C7)OC)O)OC)O)O. Drug 2: CC1CCCC2(C(O2)CC(NC(=O)CC(C(C(=O)C(C1O)C)(C)C)O)C(=CC3=CSC(=N3)C)C)C. Cell line: SNB-75. Synergy scores: CSS=14.9, Synergy_ZIP=1.76, Synergy_Bliss=1.04, Synergy_Loewe=-0.454, Synergy_HSA=-0.536. (5) Drug 1: CC1OCC2C(O1)C(C(C(O2)OC3C4COC(=O)C4C(C5=CC6=C(C=C35)OCO6)C7=CC(=C(C(=C7)OC)O)OC)O)O. Drug 2: CN(CCCl)CCCl.Cl. Cell line: HL-60(TB). Synergy scores: CSS=87.7, Synergy_ZIP=5.54, Synergy_Bliss=5.46, Synergy_Loewe=2.83, Synergy_HSA=5.74.